From a dataset of Reaction yield outcomes from USPTO patents with 853,638 reactions. Predict the reaction yield, written as a fraction of the theoretical maximum amount of product (1.0 means a 100% yield; for example, 0.34 means a 34% yield). (1) The reactants are [Br:1][C:2]1[CH:9]=[CH:8][C:5]([CH2:6]Br)=[CH:4][CH:3]=1.[CH3:10][C:11]1([CH3:17])[CH2:16][CH2:15][NH:14][CH2:13][CH2:12]1.C(=O)([O-])[O-].[K+].[K+]. The catalyst is C(#N)C. The product is [Br:1][C:2]1[CH:9]=[CH:8][C:5]([CH2:6][N:14]2[CH2:15][CH2:16][C:11]([CH3:17])([CH3:10])[CH2:12][CH2:13]2)=[CH:4][CH:3]=1. The yield is 0.570. (2) The yield is 0.940. The product is [Br-:13].[CH3:7][O:8][C:9]1[CH:10]=[C:11]([CH:14]=[CH:15][C:16]=1[O:17][CH3:18])[CH2:12][N:4]1[CH:5]=[CH:6][N+:2]([CH3:1])=[CH:3]1. The catalyst is O1CCCC1. The reactants are [CH3:1][N:2]1[CH:6]=[CH:5][N:4]=[CH:3]1.[CH3:7][O:8][C:9]1[CH:10]=[C:11]([CH:14]=[CH:15][C:16]=1[O:17][CH3:18])[CH2:12][Br:13].C(OCC)C. (3) The reactants are Cl.[CH3:2][C:3]1[O:4][C:5]2[C:14]3[CH:13]([CH2:15][CH2:16][NH2:17])[CH2:12][CH2:11][C:10]=3[CH:9]=[CH:8][C:6]=2[N:7]=1.C(N(CC)CC)C.[CH2:25]([N:27]=[C:28]=[O:29])[CH3:26]. The catalyst is O1CCCC1. The product is [CH2:25]([NH:27][C:28]([NH:17][CH2:16][CH2:15][CH:13]1[C:14]2[C:5]3[O:4][C:3]([CH3:2])=[N:7][C:6]=3[CH:8]=[CH:9][C:10]=2[CH2:11][CH2:12]1)=[O:29])[CH3:26]. The yield is 0.110. (4) The reactants are [CH:1](=[C:8]1[C:14](=[O:15])[CH2:13][CH2:12][CH2:11][CH2:10][C:9]1=[O:16])[C:2]1[CH:7]=[CH:6][CH:5]=[CH:4][CH:3]=1.[H][H]. The product is [CH2:1]([CH:8]1[C:9](=[O:16])[CH2:10][CH2:11][CH2:12][CH2:13][C:14]1=[O:15])[C:2]1[CH:7]=[CH:6][CH:5]=[CH:4][CH:3]=1. The catalyst is C1(C)C=CC=CC=1.[OH-].[OH-].[Pd+2]. The yield is 1.00. (5) The reactants are [Br:1][C:2]1[CH:7]=[C:6]([F:8])[CH:5]=[CH:4][C:3]=1[NH:9][S:10]([CH2:13][CH3:14])(=[O:12])=[O:11].C(N(CC)CC)C.[CH2:22]([S:24](Cl)(=[O:26])=[O:25])[CH3:23].Cl. The catalyst is C(#N)C. The product is [Br:1][C:2]1[CH:7]=[C:6]([F:8])[CH:5]=[CH:4][C:3]=1[N:9]([S:24]([CH2:22][CH3:23])(=[O:26])=[O:25])[S:10]([CH2:13][CH3:14])(=[O:12])=[O:11]. The yield is 0.810. (6) The reactants are [O:1]1[CH:5]=[CH:4][N:3]=[CH:2]1.[Li]CCCC.CCOCC.I[C:17]1[CH:18]=[C:19]2[C:23](=[CH:24][CH:25]=1)[NH:22][CH:21]=[CH:20]2. The catalyst is C1COCC1.[Cl-].[Cl-].[Zn+2]. The product is [NH:22]1[C:23]2[C:19](=[CH:18][C:17]([C:2]3[O:1][CH:5]=[CH:4][N:3]=3)=[CH:25][CH:24]=2)[CH:20]=[CH:21]1. The yield is 0.220. (7) The reactants are C([O:3][C:4]([C:6]1[CH:10]=[C:9]([C:11]2[CH:16]=[C:15]([Cl:17])[CH:14]=[CH:13][C:12]=2[F:18])[O:8][N:7]=1)=O)C.[H-].C([Al+]CC(C)C)C(C)C. The catalyst is ClCCl. The product is [Cl:17][C:15]1[CH:14]=[CH:13][C:12]([F:18])=[C:11]([C:9]2[O:8][N:7]=[C:6]([CH:4]=[O:3])[CH:10]=2)[CH:16]=1. The yield is 0.840.